This data is from Catalyst prediction with 721,799 reactions and 888 catalyst types from USPTO. The task is: Predict which catalyst facilitates the given reaction. (1) Reactant: [Li]CCCC.[I:6][C:7]1[N:8]=[CH:9][NH:10][C:11]=1I.[O:13]1[CH2:18][CH2:17][C:16](=[O:19])[CH2:15][CH2:14]1.[NH4+].[Cl-]. Product: [I:6][C:7]1[N:8]=[CH:9][NH:10][C:11]=1[C:16]1([OH:19])[CH2:17][CH2:18][O:13][CH2:14][CH2:15]1. The catalyst class is: 1. (2) Reactant: [OH:1][CH2:2][CH2:3][O:4][C:5]1[C:9]([C:10]2[CH:15]=[CH:14][C:13]([CH3:16])=[CH:12][CH:11]=2)=[C:8]([NH:17][S:18]([C:21]2[CH:26]=[CH:25][C:24]([C:27]([CH2:30][CH3:31])([CH3:29])[CH3:28])=[CH:23][CH:22]=2)(=[O:20])=[O:19])[N:7]([CH3:32])[N:6]=1.[H-].[Na+].CC(N(C)C)=O.[Br:41][C:42]1[CH:43]=[N:44][C:45](Cl)=[N:46][CH:47]=1. Product: [Br:41][C:42]1[CH:43]=[N:44][C:45]([O:1][CH2:2][CH2:3][O:4][C:5]2[C:9]([C:10]3[CH:15]=[CH:14][C:13]([CH3:16])=[CH:12][CH:11]=3)=[C:8]([NH:17][S:18]([C:21]3[CH:22]=[CH:23][C:24]([C:27]([CH2:30][CH3:31])([CH3:28])[CH3:29])=[CH:25][CH:26]=3)(=[O:19])=[O:20])[N:7]([CH3:32])[N:6]=2)=[N:46][CH:47]=1. The catalyst class is: 30. (3) Reactant: [F:1][C:2]1[CH:3]=[C:4]([CH:7]=[CH:8][CH:9]=1)[CH2:5][OH:6].[H-].[Na+].[Br:12][C:13]1[N:17]2[N:18]=[C:19](Cl)[CH:20]=[CH:21][C:16]2=[N:15][CH:14]=1.[Cl-].[NH4+]. Product: [Br:12][C:13]1[N:17]2[N:18]=[C:19]([O:6][CH2:5][C:4]3[CH:7]=[CH:8][CH:9]=[C:2]([F:1])[CH:3]=3)[CH:20]=[CH:21][C:16]2=[N:15][CH:14]=1. The catalyst class is: 9. (4) Reactant: [C:1]([OH:4])(=[O:3])[CH3:2].[C:5]([OH:8])(=[O:7])[CH3:6].[C:9]([OH:12])(=[O:11])[CH3:10].[NH2:13][C:14]1[N:19]=[CH:18][N:17]=[C:16]2[N:20]([C@H:41]3[CH2:46][CH2:45][C@@H:44]([N:47]4[CH2:52][CH2:51][N:50]([CH3:53])[CH2:49][CH2:48]4)[CH2:43][CH2:42]3)[N:21]=[C:22]([C:23]3[CH:40]=[CH:39][C:26]([NH:27][C:28]4[O:29][C:30]5[CH:36]=[CH:35][C:34]([C:37]#[N:38])=[CH:33][C:31]=5[N:32]=4)=[CH:25][CH:24]=3)[C:15]=12.[OH-].[Na+].O.OO. Product: [C:1]([OH:4])(=[O:3])[CH3:2].[C:5]([OH:8])(=[O:7])[CH3:6].[C:9]([OH:12])(=[O:11])[CH3:10].[NH2:13][C:14]1[N:19]=[CH:18][N:17]=[C:16]2[N:20]([C@H:41]3[CH2:42][CH2:43][C@@H:44]([N:47]4[CH2:48][CH2:49][N:50]([CH3:53])[CH2:51][CH2:52]4)[CH2:45][CH2:46]3)[N:21]=[C:22]([C:23]3[CH:40]=[CH:39][C:26]([NH:27][C:28]4[O:29][C:30]5[CH:36]=[CH:35][C:34]([C:37]([NH2:38])=[O:3])=[CH:33][C:31]=5[N:32]=4)=[CH:25][CH:24]=3)[C:15]=12. The catalyst class is: 12. (5) Reactant: [CH2:1]([N:8]([CH2:16][C:17]1[CH:22]=[CH:21][CH:20]=[CH:19][CH:18]=1)[C@@H:9]1[CH2:14][NH:13][C:12](=[O:15])[CH2:11][CH2:10]1)[C:2]1[CH:7]=[CH:6][CH:5]=[CH:4][CH:3]=1.[H-].[Na+].[F:25][C:26]1[CH:33]=[CH:32][C:29]([CH2:30]Br)=[CH:28][CH:27]=1. Product: [CH2:16]([N:8]([CH2:1][C:2]1[CH:3]=[CH:4][CH:5]=[CH:6][CH:7]=1)[C@@H:9]1[CH2:14][N:13]([CH2:30][C:29]2[CH:32]=[CH:33][C:26]([F:25])=[CH:27][CH:28]=2)[C:12](=[O:15])[CH2:11][CH2:10]1)[C:17]1[CH:22]=[CH:21][CH:20]=[CH:19][CH:18]=1. The catalyst class is: 9. (6) Reactant: C([N:8]1[CH2:13][CH2:12][N:11]2[CH:14]=[CH:15][N:16]=[C:10]2[CH2:9]1)C1C=CC=CC=1.C(O)=O. Product: [N:16]1[CH:15]=[CH:14][N:11]2[CH2:12][CH2:13][NH:8][CH2:9][C:10]=12. The catalyst class is: 19. (7) Reactant: [Cl:1][C:2]1[C:3]([CH3:18])=[C:4]([N:10]2[CH2:17][CH2:16][CH2:15][C@H:11]2[C:12](O)=O)[CH:5]=[CH:6][C:7]=1[C:8]#[N:9].C(N(CC)C(C)C)(C)C.CN([C:31]([O:35]N1N=NC2C=CC=CC1=2)=[N+](C)C)C.[B-](F)(F)(F)F.[C:50]([NH:53][NH2:54])(=[O:52])[CH3:51]. Product: [C:50]([NH:53][NH:54][C:31](=[O:35])[CH2:12][CH:11]1[CH2:15][CH2:16][CH2:17][N:10]1[C:4]1[CH:5]=[CH:6][C:7]([C:8]#[N:9])=[C:2]([Cl:1])[C:3]=1[CH3:18])(=[O:52])[CH3:51]. The catalyst class is: 3.